Dataset: Catalyst prediction with 721,799 reactions and 888 catalyst types from USPTO. Task: Predict which catalyst facilitates the given reaction. (1) Reactant: [O:1]=[C:2]1[N:6]([C:7]2[CH:14]=[CH:13][C:10]([C:11]#[N:12])=[C:9]([C:15]([F:18])([F:17])[F:16])[CH:8]=2)[C@@H:5]2[CH2:19][CH2:20][CH2:21][CH2:22][C@H:4]2[NH:3]1.C([O-])([O-])=O.[Cs+].[Cs+].Cl[CH2:30][C:31](=[O:33])[CH3:32]. Product: [O:1]=[C:2]1[N:6]([C:7]2[CH:14]=[CH:13][C:10]([C:11]#[N:12])=[C:9]([C:15]([F:18])([F:16])[F:17])[CH:8]=2)[C@@H:5]2[CH2:19][CH2:20][CH2:21][CH2:22][C@H:4]2[N:3]1[CH2:30][C:31](=[O:33])[CH3:32]. The catalyst class is: 39. (2) Reactant: [C:1]([O:5][C:6]([N:8]1[CH2:12][C@H:11]([CH2:13][OH:14])[C@@H:10]([CH2:15][C:16]2[CH:21]=[CH:20][CH:19]=[CH:18][CH:17]=2)[CH2:9]1)=[O:7])([CH3:4])([CH3:3])[CH3:2].CC(OI1(OC(C)=O)(OC(C)=O)OC(=O)C2C=CC=CC1=2)=O. Product: [C:1]([O:5][C:6]([N:8]1[CH2:12][C@H:11]([CH:13]=[O:14])[C@@H:10]([CH2:15][C:16]2[CH:17]=[CH:18][CH:19]=[CH:20][CH:21]=2)[CH2:9]1)=[O:7])([CH3:4])([CH3:2])[CH3:3]. The catalyst class is: 158.